From a dataset of Reaction yield outcomes from USPTO patents with 853,638 reactions. Predict the reaction yield, written as a fraction of the theoretical maximum amount of product (1.0 means a 100% yield; for example, 0.34 means a 34% yield). The reactants are Cl[C:2]1[CH:3]=[CH:4][C:5]2[O:14][CH2:13][CH2:12][C:11]3[CH:10]=[C:9]([C:15]4[N:16]([C:20]5[CH:25]=[CH:24][C:23]([F:26])=[CH:22][C:21]=5[F:27])[N:17]=[CH:18][N:19]=4)[S:8][C:7]=3[C:6]=2[N:28]=1.C[C:30]1[C:35](B2OC(C)(C)C(C)(C)O2)=[CH:34][N:33]=[C:32]([N:45]2[CH2:50][CH2:49][O:48][CH2:47][CH2:46]2)[CH:31]=1.[C:51]([O-])([O-])=O.[Cs+].[Cs+]. The catalyst is C1C=CC(P(C2C=CC=CC=2)[C-]2C=CC=C2)=CC=1.C1C=CC(P(C2C=CC=CC=2)[C-]2C=CC=C2)=CC=1.Cl[Pd]Cl.[Fe+2].CC#N.O. The product is [F:27][C:21]1[CH:22]=[C:23]([F:26])[CH:24]=[CH:25][C:20]=1[N:16]1[C:15]([C:9]2[S:8][C:7]3[C:6]4[N:28]=[C:2]([C:35]5[CH:34]=[N:33][C:32]([N:45]6[CH2:46][CH2:47][O:48][CH2:49][CH2:50]6)=[C:31]([CH3:51])[CH:30]=5)[CH:3]=[CH:4][C:5]=4[O:14][CH2:13][CH2:12][C:11]=3[CH:10]=2)=[N:19][CH:18]=[N:17]1. The yield is 0.380.